Task: Predict which catalyst facilitates the given reaction.. Dataset: Catalyst prediction with 721,799 reactions and 888 catalyst types from USPTO Reactant: [OH-].[Na+].[Cl:3][C:4]1[C:12]2[O:11][CH:10]=[CH:9][C:8]=2[CH:7]=[C:6]([C:13]([C@H:15]2[CH2:17][C@@H:16]2[C:18]([O:20]C)=[O:19])=[O:14])[CH:5]=1.Cl.C(OCC)(=O)C. The catalyst class is: 12. Product: [Cl:3][C:4]1[C:12]2[O:11][CH:10]=[CH:9][C:8]=2[CH:7]=[C:6]([C:13]([C@H:15]2[CH2:17][C@@H:16]2[C:18]([OH:20])=[O:19])=[O:14])[CH:5]=1.